Dataset: Reaction yield outcomes from USPTO patents with 853,638 reactions. Task: Predict the reaction yield, written as a fraction of the theoretical maximum amount of product (1.0 means a 100% yield; for example, 0.34 means a 34% yield). (1) The reactants are FC(F)(F)C(O)=[O:4].C([C@@H]1C(OC)=[N:15][C@@H:14]([CH2:19][C@@H:20]([C:23]2[CH:28]=[CH:27][CH:26]=[CH:25][CH:24]=2)[CH2:21][CH3:22])[C:13]([O:29][CH3:30])=N1)(C)C.C(=O)([O-])[O-].[Na+].[Na+]. The catalyst is O.C(#N)C. The product is [CH3:30][O:29][C:13](=[O:4])[C@@H:14]([NH2:15])[CH2:19][C@@H:20]([C:23]1[CH:28]=[CH:27][CH:26]=[CH:25][CH:24]=1)[CH2:21][CH3:22]. The yield is 0.850. (2) The yield is 0.710. The product is [Cl:1][C:2]1[CH:7]=[CH:6][C:5]([O:8][C:10]2[CH:15]=[CH:14][CH:13]=[CH:12][C:11]=2[N+:16]([O-:18])=[O:17])=[CH:4][CH:3]=1.[Cl:19][C:20]1[CH:33]=[CH:32][C:23]([O:24][C:25]2[CH:31]=[CH:30][CH:29]=[CH:28][C:26]=2[NH:27][C:5]([NH:34][C:35]2[S:36][CH:37]=[CH:38][N:39]=2)=[O:8])=[CH:22][CH:21]=1. No catalyst specified. The reactants are [Cl:1][C:2]1[CH:7]=[CH:6][C:5]([OH:8])=[CH:4][CH:3]=1.F[C:10]1[CH:15]=[CH:14][CH:13]=[CH:12][C:11]=1[N+:16]([O-:18])=[O:17].[Cl:19][C:20]1[CH:33]=[CH:32][C:23]([O:24][C:25]2[CH:31]=[CH:30][CH:29]=[CH:28][C:26]=2[NH2:27])=[CH:22][CH:21]=1.[NH2:34][C:35]1[S:36][CH:37]=[CH:38][N:39]=1. (3) The reactants are [CH3:1][C:2]([CH3:6])([CH3:5])[C:3]#[CH:4].[Br:7][C:8]1[CH:13]=[CH:12][CH:11]=[C:10](Br)[C:9]=1[OH:15]. The catalyst is N1C=CC=CC=1.CCOC(C)=O. The product is [Br:7][C:8]1[C:9]2[O:15][C:3]([C:2]([CH3:6])([CH3:5])[CH3:1])=[CH:4][C:10]=2[CH:11]=[CH:12][CH:13]=1. The yield is 0.260. (4) The reactants are [C:1]([O:5][C:6]([N:8]1[C:16]2[C:11](=[C:12]([CH2:18]O)[CH:13]=[C:14]([Br:17])[CH:15]=2)[CH:10]=[C:9]1[O:20][C:21]([O:23][C:24]([CH3:27])([CH3:26])[CH3:25])=[O:22])=[O:7])([CH3:4])([CH3:3])[CH3:2].[CH2:28]([O:30][C:31](=[O:47])[CH2:32][CH:33]([N:37]1[C:41]2[CH:42]=[CH:43][CH:44]=[CH:45][C:40]=2[NH:39][C:38]1=[O:46])[CH2:34][CH2:35][CH3:36])C.C1(P(C2C=CC=CC=2)C2C=CC=CC=2)C=CC=CC=1.N(C(OC(C)C)=O)=NC(OC(C)C)=O. The catalyst is O1CCCC1. The product is [C:1]([O:5][C:6]([N:8]1[C:16]2[C:11](=[C:12]([CH2:18][N:39]3[C:40]4[CH:45]=[CH:44][CH:43]=[CH:42][C:41]=4[N:37]([CH:33]([CH2:32][C:31]([O:30][CH3:28])=[O:47])[CH2:34][CH2:35][CH3:36])[C:38]3=[O:46])[CH:13]=[C:14]([Br:17])[CH:15]=2)[CH:10]=[C:9]1[O:20][C:21]([O:23][C:24]([CH3:27])([CH3:26])[CH3:25])=[O:22])=[O:7])([CH3:3])([CH3:4])[CH3:2]. The yield is 0.570. (5) The reactants are [F:1][C:2]1[C:3](I)=[C:4]([CH:6]=[CH:7][C:8]=1[C:9]([F:12])([F:11])[F:10])[NH2:5].[C:14]([Cu])#[N:15]. The catalyst is C1C=CC([P]([Pd]([P](C2C=CC=CC=2)(C2C=CC=CC=2)C2C=CC=CC=2)([P](C2C=CC=CC=2)(C2C=CC=CC=2)C2C=CC=CC=2)[P](C2C=CC=CC=2)(C2C=CC=CC=2)C2C=CC=CC=2)(C2C=CC=CC=2)C2C=CC=CC=2)=CC=1.CN(C=O)C. The product is [NH2:5][C:4]1[C:3]([C:14]#[N:15])=[C:2]([F:1])[C:8]([C:9]([F:12])([F:11])[F:10])=[CH:7][CH:6]=1. The yield is 0.630. (6) The yield is 0.800. The reactants are [Cl:1][C:2]1[N:7]=[CH:6][C:5]([N:8]2[CH2:14][C@@H:13]3[C@H:9]2[CH2:10][N:11](C(OCC2C=CC=CC=2)=O)[CH2:12]3)=[CH:4][C:3]=1[CH3:25]. The catalyst is FC(F)(F)C(O)=O. The product is [Cl:1][C:2]1[N:7]=[CH:6][C:5]([N:8]2[CH2:14][C@@H:13]3[C@H:9]2[CH2:10][NH:11][CH2:12]3)=[CH:4][C:3]=1[CH3:25].